Task: Predict which catalyst facilitates the given reaction.. Dataset: Catalyst prediction with 721,799 reactions and 888 catalyst types from USPTO (1) Reactant: [N:1]1[CH:6]=[CH:5][C:4]([CH2:7][NH:8][C:9]([C:11]2[S:19][C:18]3[N:13]([C:14](=[O:22])[NH:15][C:16](=[O:21])[C:17]=3[CH3:20])[CH:12]=2)=[O:10])=[CH:3][CH:2]=1.C(=O)([O-])[O-].[Cs+].[Cs+].[Cl:29]CC[C:32]1[CH:37]=[C:36]([Cl:38])[CH:35]=[CH:34][C:33]=1[S:39]([C:42]1C=CC(Cl)=C[C:43]=1CCCl)(=[O:41])=[O:40]. Product: [ClH:29].[N:1]1[CH:6]=[CH:5][C:4]([CH2:7][NH:8][C:9]([C:11]2[S:19][C:18]3[N:13]([C:14](=[O:22])[N:15]([CH2:43][CH2:42][S:39]([C:33]4[CH:34]=[CH:35][C:36]([Cl:38])=[CH:37][CH:32]=4)(=[O:40])=[O:41])[C:16](=[O:21])[C:17]=3[CH3:20])[CH:12]=2)=[O:10])=[CH:3][CH:2]=1. The catalyst class is: 9. (2) Reactant: C(N(CCCC)CCCC)CCC.[Cl:14][C:15]1[CH:20]=[CH:19][C:18]([S:21][C:22]2[C:30]3[C:29](=O)[CH2:28][CH2:27][CH2:26][C:25]=3[NH:24][C:23]=2[CH3:32])=[CH:17][CH:16]=1.Cl.[NH2:34][OH:35]. Product: [Cl:14][C:15]1[CH:20]=[CH:19][C:18]([S:21][C:22]2[C:30]3[C:29](=[N:34][OH:35])[CH2:28][CH2:27][CH2:26][C:25]=3[NH:24][C:23]=2[CH3:32])=[CH:17][CH:16]=1. The catalyst class is: 8.